This data is from Forward reaction prediction with 1.9M reactions from USPTO patents (1976-2016). The task is: Predict the product of the given reaction. Given the reactants Br[C:2]1[C:3]([C:8]([F:11])([F:10])[F:9])=[N:4][CH:5]=[CH:6][CH:7]=1.[B:12]1([B:12]2[O:16][C:15]([CH3:18])([CH3:17])[C:14]([CH3:20])([CH3:19])[O:13]2)[O:16][C:15]([CH3:18])([CH3:17])[C:14]([CH3:20])([CH3:19])[O:13]1.C([O-])(=O)C.[K+], predict the reaction product. The product is: [CH3:19][C:14]1([CH3:20])[C:15]([CH3:18])([CH3:17])[O:16][B:12]([C:2]2[C:3]([C:8]([F:11])([F:10])[F:9])=[N:4][CH:5]=[CH:6][CH:7]=2)[O:13]1.